From a dataset of Peptide-MHC class II binding affinity with 134,281 pairs from IEDB. Regression. Given a peptide amino acid sequence and an MHC pseudo amino acid sequence, predict their binding affinity value. This is MHC class II binding data. (1) The peptide sequence is HITDDNEEPIAP. The MHC is DRB1_1101 with pseudo-sequence DRB1_1101. The binding affinity (normalized) is 0. (2) The binding affinity (normalized) is 0.234. The peptide sequence is RMMEYGTTMVSYQPL. The MHC is HLA-DPA10201-DPB10101 with pseudo-sequence HLA-DPA10201-DPB10101. (3) The peptide sequence is SSKVTITDTTIGTGD. The MHC is DRB1_1101 with pseudo-sequence DRB1_1101. The binding affinity (normalized) is 0.0557. (4) The peptide sequence is DSYKFIPTLVAAVKQ. The MHC is HLA-DQA10301-DQB10302 with pseudo-sequence HLA-DQA10301-DQB10302. The binding affinity (normalized) is 0.436. (5) The peptide sequence is MDKFLANVSTVLTGK. The MHC is DRB1_1001 with pseudo-sequence DRB1_1001. The binding affinity (normalized) is 0.658. (6) The peptide sequence is APEVKYTVFETAKKK. The MHC is HLA-DPA10201-DPB10101 with pseudo-sequence HLA-DPA10201-DPB10101. The binding affinity (normalized) is 0.745. (7) The peptide sequence is ENKYFAATQFEPLAA. The MHC is HLA-DPA10301-DPB10402 with pseudo-sequence HLA-DPA10301-DPB10402. The binding affinity (normalized) is 0.797. (8) The peptide sequence is YDKFLRNVSTVLTGK. The MHC is DRB1_0701 with pseudo-sequence DRB1_0701. The binding affinity (normalized) is 0.785.